Dataset: Catalyst prediction with 721,799 reactions and 888 catalyst types from USPTO. Task: Predict which catalyst facilitates the given reaction. (1) Reactant: [N+:1]([C:4]1[CH:5]=[C:6]([C:9]([O:11][CH2:12][CH3:13])=[O:10])[NH:7][CH:8]=1)([O-:3])=[O:2].S(Cl)([Cl:17])(=O)=O. Product: [Cl:17][C:8]1[NH:7][C:6]([C:9]([O:11][CH2:12][CH3:13])=[O:10])=[CH:5][C:4]=1[N+:1]([O-:3])=[O:2]. The catalyst class is: 15. (2) Reactant: Br[C:2]1[CH:3]=[C:4]([S:16]([NH2:19])(=[O:18])=[O:17])[CH:5]=[N:6][C:7]=1[O:8][CH2:9][CH:10]1[CH2:15][CH2:14][O:13][CH2:12][CH2:11]1.C([Sn](CCCC)(CCCC)[C:25]1[S:26][CH:27]=[CH:28][N:29]=1)CCC. Product: [O:13]1[CH2:14][CH2:15][CH:10]([CH2:9][O:8][C:7]2[N:6]=[CH:5][C:4]([S:16]([NH2:19])(=[O:18])=[O:17])=[CH:3][C:2]=2[C:25]2[S:26][CH:27]=[CH:28][N:29]=2)[CH2:11][CH2:12]1. The catalyst class is: 77. (3) Reactant: [CH2:1]([O:8][CH2:9][N:10]1[N:14]=[N:13][CH:12]=[N:11]1)[C:2]1[CH:7]=[CH:6][CH:5]=[CH:4][CH:3]=1.CN(CCN(C)C)C.[Li]CCCC.[Sn:28](Cl)([CH2:37][CH2:38][CH2:39][CH3:40])([CH2:33][CH2:34][CH2:35][CH3:36])[CH2:29][CH2:30][CH2:31][CH3:32]. Product: [CH2:1]([O:8][CH2:9][N:10]1[N:14]=[N:13][C:12]([Sn:28]([CH2:33][CH2:34][CH2:35][CH3:36])([CH2:37][CH2:38][CH2:39][CH3:40])[CH2:29][CH2:30][CH2:31][CH3:32])=[N:11]1)[C:2]1[CH:3]=[CH:4][CH:5]=[CH:6][CH:7]=1. The catalyst class is: 280. (4) Reactant: [C:1]([O:5][C:6]([NH:8][C@@H:9]1[C:23](=[O:24])[N:22]2[CH2:25][C@@:26]3([CH2:47][C@H:21]2[C:20](=[O:48])[NH:19][C@:18]2([C:50]([O:52][CH2:53][CH3:54])=[O:51])[CH2:49][C@H:17]2[CH:16]=[CH:15][CH2:14][CH2:13][CH2:12][CH2:11][CH2:10]1)[O:45][C:30]1[C:31]([C:41]([F:44])([F:43])[F:42])=[N:32][C:33]2[CH:34]=[CH:35][C:36]([O:39][CH3:40])=[CH:37][C:38]=2[C:29]=1[C:28](=[O:46])[CH2:27]3)=[O:7])([CH3:4])([CH3:3])[CH3:2].[CH3:55][Mg+].[Br-]. Product: [C:1]([O:5][C:6]([NH:8][C@@H:9]1[C:23](=[O:24])[N:22]2[CH2:25][C@@:26]3([CH2:47][C@H:21]2[C:20](=[O:48])[NH:19][C@:18]2([C:50]([O:52][CH2:53][CH3:54])=[O:51])[CH2:49][C@H:17]2[CH:16]=[CH:15][CH2:14][CH2:13][CH2:12][CH2:11][CH2:10]1)[O:45][C:30]1[C:31]([C:41]([F:44])([F:42])[F:43])=[N:32][C:33]2[CH:34]=[CH:35][C:36]([O:39][CH3:40])=[CH:37][C:38]=2[C:29]=1[C:28]([OH:46])([CH3:55])[CH2:27]3)=[O:7])([CH3:3])([CH3:4])[CH3:2]. The catalyst class is: 1. (5) Reactant: [CH2:1]1[CH:5]2[CH:6]3[CH2:10][CH:9]=[CH:8][CH:7]3[CH:3]([CH2:4]2)[CH2:2]1.[CH:11]1[CH2:15][CH2:14][CH2:13][CH:12]=1.[CH2:16]([Al](CC(C)C)CC(C)C)[CH:17](C)C.C=C. Product: [CH2:2]1[CH:3]2[CH:7]3[CH2:8][CH:9]=[CH:10][CH:6]3[CH:5]([CH2:4]2)[CH2:1]1.[CH:11]1[CH2:15][CH2:14][CH2:13][CH:12]=1.[CH2:16]=[CH2:17]. The catalyst class is: 11. (6) Reactant: [H-].[Na+].[O:3]1[CH2:7][CH2:6][O:5][CH:4]1[C:8]1[CH:17]=[CH:16][C:15]([O:18][CH3:19])=[C:14]2[C:9]=1[CH2:10][CH2:11][C:12](=[O:20])[NH:13]2.[H][H].[Cl:23][C:24]1[CH:29]=[CH:28][C:27]([CH2:30]Cl)=[CH:26][N:25]=1. Product: [Cl:23][C:24]1[N:25]=[CH:26][C:27]([CH2:30][N:13]2[C:14]3[C:9](=[C:8]([CH:4]4[O:5][CH2:6][CH2:7][O:3]4)[CH:17]=[CH:16][C:15]=3[O:18][CH3:19])[CH2:10][CH2:11][C:12]2=[O:20])=[CH:28][CH:29]=1. The catalyst class is: 3. (7) Reactant: [OH:1][C:2]1[CH:9]=[CH:8][CH:7]=[CH:6][C:3]=1[CH:4]=[O:5].[CH2:10](Br)[CH:11]=[CH2:12].C([O-])([O-])=O.[K+].[K+]. Product: [CH2:12]([O:1][C:2]1[CH:9]=[CH:8][CH:7]=[CH:6][C:3]=1[CH:4]=[O:5])[CH:11]=[CH2:10]. The catalyst class is: 23.